This data is from Catalyst prediction with 721,799 reactions and 888 catalyst types from USPTO. The task is: Predict which catalyst facilitates the given reaction. (1) Reactant: [C:1]1([C:7]2[CH:14]=[CH:13][CH:12]=[CH:11][C:8]=2[CH2:9][OH:10])[CH:6]=[CH:5][CH:4]=[CH:3][CH:2]=1. Product: [C:1]1([C:7]2[CH:14]=[CH:13][CH:12]=[CH:11][C:8]=2[CH:9]=[O:10])[CH:2]=[CH:3][CH:4]=[CH:5][CH:6]=1. The catalyst class is: 177. (2) Reactant: [O:1]=[C:2]([NH:7][C:8]1[CH:13]=[CH:12][CH:11]=[CH:10][CH:9]=1)[CH2:3][C:4](O)=[O:5].C1N(P(Cl)(N2C(=O)OCC2)=O)C(=O)OC1.[Cl:29][CH2:30][CH2:31][N:32]([CH2:34][C:35]1[CH:40]=[CH:39][C:38]([C:41]2[S:49][C:48]3[C:43](=[N:44][CH:45]=[CH:46][C:47]=3[O:50][C:51]3[CH:56]=[CH:55][C:54]([NH2:57])=[CH:53][C:52]=3[F:58])[CH:42]=2)=[CH:37][CH:36]=1)[CH3:33].CCN(C(C)C)C(C)C. Product: [Cl:29][CH2:30][CH2:31][N:32]([CH2:34][C:35]1[CH:36]=[CH:37][C:38]([C:41]2[S:49][C:48]3[C:43](=[N:44][CH:45]=[CH:46][C:47]=3[O:50][C:51]3[CH:56]=[CH:55][C:54]([NH:57][C:4](=[O:5])[CH2:3][C:2]([NH:7][C:8]4[CH:9]=[CH:10][CH:11]=[CH:12][CH:13]=4)=[O:1])=[CH:53][C:52]=3[F:58])[CH:42]=2)=[CH:39][CH:40]=1)[CH3:33]. The catalyst class is: 2. (3) Reactant: C1(S([N:10]2[CH:14]=[CH:13][C:12]([C:15]([F:18])([F:17])[F:16])=[C:11]2[C:19]([O:21][CH3:22])=[O:20])(=O)=O)C=CC=CC=1.[F:23][C:24]([F:47])([C:29]1[CH:33]=[CH:32][N:31]([S:34]([C:37]2[CH:42]=[CH:41][CH:40]=[CH:39][CH:38]=2)(=[O:36])=[O:35])[C:30]=1[C:43]([O:45][CH3:46])=[O:44])[C:25]([F:28])([F:27])[F:26].O(C)[Na]. Product: [F:18][C:15]([F:16])([F:17])[C:12]1[CH:13]=[CH:14][NH:10][C:11]=1[C:19]([O:21][CH3:22])=[O:20].[F:47][C:24]([F:23])([C:29]1[CH:33]=[CH:32][N:31]([S:34]([C:37]2[CH:42]=[CH:41][CH:40]=[CH:39][CH:38]=2)(=[O:36])=[O:35])[C:30]=1[C:43]([O:45][CH3:46])=[O:44])[C:25]([F:28])([F:27])[F:26]. The catalyst class is: 7.